From a dataset of Forward reaction prediction with 1.9M reactions from USPTO patents (1976-2016). Predict the product of the given reaction. (1) Given the reactants Cl[C:2]1[CH:23]=[CH:22][C:5]([C:6]([NH:8][C:9]2[CH:14]=[CH:13][C:12]([Cl:15])=[C:11]([C:16]3[CH:21]=[CH:20][CH:19]=[CH:18][N:17]=3)[CH:10]=2)=[O:7])=[C:4]([CH3:24])[N:3]=1.[CH2:25]([NH2:29])[CH:26]([CH3:28])[CH3:27], predict the reaction product. The product is: [Cl:15][C:12]1[CH:13]=[CH:14][C:9]([NH:8][C:6](=[O:7])[C:5]2[CH:22]=[CH:23][C:2]([NH:29][CH2:25][CH:26]([CH3:28])[CH3:27])=[N:3][C:4]=2[CH3:24])=[CH:10][C:11]=1[C:16]1[CH:21]=[CH:20][CH:19]=[CH:18][N:17]=1. (2) Given the reactants [Cl:1][C:2]1[CH:10]=[CH:9][CH:8]=[C:7]2[C:3]=1[C:4]([C:15](=[O:20])C(F)(F)F)=[CH:5][N:6]2[CH:11]1[CH2:14][O:13][CH2:12]1.[OH-:21].[K+], predict the reaction product. The product is: [Cl:1][C:2]1[CH:10]=[CH:9][CH:8]=[C:7]2[C:3]=1[C:4]([C:15]([OH:20])=[O:21])=[CH:5][N:6]2[CH:11]1[CH2:12][O:13][CH2:14]1.